The task is: Predict the reaction yield, written as a fraction of the theoretical maximum amount of product (1.0 means a 100% yield; for example, 0.34 means a 34% yield).. This data is from Reaction yield outcomes from USPTO patents with 853,638 reactions. The reactants are [CH3:1][C:2]([C:6]1[NH:7][C:8]2[C:13]([CH:14]=1)=[CH:12][C:11]([N+:15]([O-])=O)=[CH:10][CH:9]=2)([CH3:5])[CH2:3][OH:4].O.O.[Sn](Cl)(Cl)(Cl)Cl. The catalyst is C(O)C.C(OCC)(=O)C.O. The product is [NH2:15][C:11]1[CH:12]=[C:13]2[C:8](=[CH:9][CH:10]=1)[NH:7][C:6]([C:2]([CH3:5])([CH3:1])[CH2:3][OH:4])=[CH:14]2. The yield is 0.980.